This data is from Full USPTO retrosynthesis dataset with 1.9M reactions from patents (1976-2016). The task is: Predict the reactants needed to synthesize the given product. Given the product [C:10]([O:4][C:3]1[CH:5]=[CH:6][CH:7]=[C:8]([OH:9])[C:2]=1[CH3:1])(=[O:14])[C:11]([CH3:13])=[CH2:12], predict the reactants needed to synthesize it. The reactants are: [CH3:1][C:2]1[C:8]([OH:9])=[CH:7][CH:6]=[CH:5][C:3]=1[OH:4].[C:10](O[C:10](=[O:14])[C:11]([CH3:13])=[CH2:12])(=[O:14])[C:11]([CH3:13])=[CH2:12].CS(O)(=O)=O.[OH-].[Na+].